This data is from NCI-60 drug combinations with 297,098 pairs across 59 cell lines. The task is: Regression. Given two drug SMILES strings and cell line genomic features, predict the synergy score measuring deviation from expected non-interaction effect. (1) Drug 1: CC1CCC2CC(C(=CC=CC=CC(CC(C(=O)C(C(C(=CC(C(=O)CC(OC(=O)C3CCCCN3C(=O)C(=O)C1(O2)O)C(C)CC4CCC(C(C4)OC)O)C)C)O)OC)C)C)C)OC. Drug 2: C1=NC(=NC(=O)N1C2C(C(C(O2)CO)O)O)N. Cell line: HCT-15. Synergy scores: CSS=12.7, Synergy_ZIP=-1.76, Synergy_Bliss=2.16, Synergy_Loewe=-2.74, Synergy_HSA=-0.721. (2) Drug 1: CN(C)N=NC1=C(NC=N1)C(=O)N. Drug 2: CC1C(C(CC(O1)OC2CC(OC(C2O)C)OC3=CC4=CC5=C(C(=O)C(C(C5)C(C(=O)C(C(C)O)O)OC)OC6CC(C(C(O6)C)O)OC7CC(C(C(O7)C)O)OC8CC(C(C(O8)C)O)(C)O)C(=C4C(=C3C)O)O)O)O. Cell line: SF-539. Synergy scores: CSS=-1.18, Synergy_ZIP=-2.16, Synergy_Bliss=-5.06, Synergy_Loewe=-5.79, Synergy_HSA=-4.86. (3) Drug 1: CC1=CC=C(C=C1)C2=CC(=NN2C3=CC=C(C=C3)S(=O)(=O)N)C(F)(F)F. Drug 2: CC1=C2C(C(=O)C3(C(CC4C(C3C(C(C2(C)C)(CC1OC(=O)C(C(C5=CC=CC=C5)NC(=O)OC(C)(C)C)O)O)OC(=O)C6=CC=CC=C6)(CO4)OC(=O)C)O)C)O. Cell line: IGROV1. Synergy scores: CSS=8.63, Synergy_ZIP=-2.91, Synergy_Bliss=6.14, Synergy_Loewe=5.39, Synergy_HSA=5.59. (4) Drug 1: COC1=NC(=NC2=C1N=CN2C3C(C(C(O3)CO)O)O)N. Drug 2: CC1=C(N=C(N=C1N)C(CC(=O)N)NCC(C(=O)N)N)C(=O)NC(C(C2=CN=CN2)OC3C(C(C(C(O3)CO)O)O)OC4C(C(C(C(O4)CO)O)OC(=O)N)O)C(=O)NC(C)C(C(C)C(=O)NC(C(C)O)C(=O)NCCC5=NC(=CS5)C6=NC(=CS6)C(=O)NCCC[S+](C)C)O. Cell line: RXF 393. Synergy scores: CSS=15.9, Synergy_ZIP=-3.48, Synergy_Bliss=1.57, Synergy_Loewe=-16.4, Synergy_HSA=-1.43. (5) Drug 1: C(CN)CNCCSP(=O)(O)O. Synergy scores: CSS=10.8, Synergy_ZIP=1.43, Synergy_Bliss=5.11, Synergy_Loewe=5.05, Synergy_HSA=3.20. Drug 2: CC12CCC3C(C1CCC2OP(=O)(O)O)CCC4=C3C=CC(=C4)OC(=O)N(CCCl)CCCl.[Na+]. Cell line: M14. (6) Drug 1: CC1=C2C(C(=O)C3(C(CC4C(C3C(C(C2(C)C)(CC1OC(=O)C(C(C5=CC=CC=C5)NC(=O)OC(C)(C)C)O)O)OC(=O)C6=CC=CC=C6)(CO4)OC(=O)C)OC)C)OC. Drug 2: C1=CC(=CC=C1C#N)C(C2=CC=C(C=C2)C#N)N3C=NC=N3. Cell line: MDA-MB-231. Synergy scores: CSS=34.4, Synergy_ZIP=0.667, Synergy_Bliss=-4.86, Synergy_Loewe=-27.9, Synergy_HSA=-4.57. (7) Drug 1: CC1=CC2C(CCC3(C2CCC3(C(=O)C)OC(=O)C)C)C4(C1=CC(=O)CC4)C. Drug 2: COCCOC1=C(C=C2C(=C1)C(=NC=N2)NC3=CC=CC(=C3)C#C)OCCOC.Cl. Cell line: SN12C. Synergy scores: CSS=10.6, Synergy_ZIP=0.843, Synergy_Bliss=2.69, Synergy_Loewe=0.110, Synergy_HSA=3.23.